From a dataset of Forward reaction prediction with 1.9M reactions from USPTO patents (1976-2016). Predict the product of the given reaction. Given the reactants [OH-].[Na+].[C:3]([O:9][CH2:10][CH3:11])(=[O:8])[CH2:4][C:5]([CH3:7])=[O:6].[CH3:12][C:13]1[CH:21]=[CH:20]C(C(Cl)=O)=[CH:15][CH:14]=1, predict the reaction product. The product is: [CH3:12][C:13]1[CH:21]=[CH:20][C:7]([C:5]([CH2:4][C:3]([O:9][CH2:10][CH3:11])=[O:8])=[O:6])=[CH:15][CH:14]=1.